Dataset: Catalyst prediction with 721,799 reactions and 888 catalyst types from USPTO. Task: Predict which catalyst facilitates the given reaction. Reactant: [CH3:1][C:2]1[CH:7]=[CH:6][N:5]=[C:4]([N:8]2[CH2:13][CH2:12][O:11][CH2:10][CH2:9]2)[N:3]=1.ClCCl.[Br:17]N1C(=O)CCC1=O. Product: [Br:17][C:7]1[C:2]([CH3:1])=[N:3][C:4]([N:8]2[CH2:9][CH2:10][O:11][CH2:12][CH2:13]2)=[N:5][CH:6]=1. The catalyst class is: 81.